Dataset: Full USPTO retrosynthesis dataset with 1.9M reactions from patents (1976-2016). Task: Predict the reactants needed to synthesize the given product. Given the product [CH:1]1([C:7]2[N:11]3[C:12]4[C:17]([NH:18][C:19](=[O:20])[C:10]3=[CH:9][N:8]=2)=[CH:16][CH:15]=[C:14]([C:21]([NH:24][C:25]2[CH:30]=[CH:29][CH:28]=[CH:27][N:26]=2)=[O:22])[CH:13]=4)[CH2:2][CH2:3][CH2:4][CH2:5][CH2:6]1, predict the reactants needed to synthesize it. The reactants are: [CH:1]1([C:7]2[N:11]3[C:12]4[C:17]([NH:18][C:19](=[O:20])[C:10]3=[CH:9][N:8]=2)=[CH:16][CH:15]=[C:14]([C:21](O)=[O:22])[CH:13]=4)[CH2:6][CH2:5][CH2:4][CH2:3][CH2:2]1.[NH2:24][C:25]1[CH:30]=[CH:29][CH:28]=[CH:27][N:26]=1.O.ON1C2C=CC=CC=2N=N1.Cl.CN(C)CCCN=C=NCC.